From a dataset of Reaction yield outcomes from USPTO patents with 853,638 reactions. Predict the reaction yield, written as a fraction of the theoretical maximum amount of product (1.0 means a 100% yield; for example, 0.34 means a 34% yield). (1) The reactants are [CH:1]1([Mg]Br)[CH2:3][CH2:2]1.C1COCC1.[C:11](#[N:28])[C:12]1[CH:17]=[CH:16][CH:15]=[CH:14][C:13]=1[S:18][S:18][C:13]1[CH:14]=[CH:15][CH:16]=[CH:17][C:12]=1[C:11]#[N:28]. No catalyst specified. The product is [CH:1]1([S:18][C:13]2[CH:14]=[CH:15][CH:16]=[CH:17][C:12]=2[C:11]#[N:28])[CH2:3][CH2:2]1. The yield is 1.00. (2) The reactants are [F:1][C:2]1[CH:3]=[C:4]([C:8]2[N:13]=[CH:12][C:11]([C:14]([OH:16])=O)=[CH:10][N:9]=2)[CH:5]=[CH:6][CH:7]=1.CN(C(ON1N=NC2C=CC=NC1=2)=[N+](C)C)C.F[P-](F)(F)(F)(F)F.CCN(C(C)C)C(C)C.[NH2:50][C@H:51]1[C@@H:55]([OH:56])[CH2:54][N:53]([C:57]([O:59][C:60]([CH3:63])([CH3:62])[CH3:61])=[O:58])[CH2:52]1. The catalyst is CC#N.CN(C=O)C. The product is [F:1][C:2]1[CH:3]=[C:4]([C:8]2[N:9]=[CH:10][C:11]([C:14]([NH:50][C@H:51]3[C@@H:55]([OH:56])[CH2:54][N:53]([C:57]([O:59][C:60]([CH3:63])([CH3:62])[CH3:61])=[O:58])[CH2:52]3)=[O:16])=[CH:12][N:13]=2)[CH:5]=[CH:6][CH:7]=1. The yield is 0.800. (3) The reactants are CN(C)C(N(C)C)=N.[CH3:9][O:10][C:11](=[O:40])[CH:12](P(OC)(OC)=O)[NH:13][C:14](=[O:33])[C:15]1[CH:20]=[CH:19][C:18]([CH:21]([OH:31])/[CH:22]=[CH:23]/[C:24]2[CH:29]=[CH:28][CH:27]=[C:26]([OH:30])[CH:25]=2)=[CH:17][C:16]=1[Cl:32].[N:41]1[C:50]2[C:45](=[CH:46][CH:47]=[CH:48][CH:49]=2)[CH:44]=[C:43]([CH:51]=O)[CH:42]=1. The catalyst is O1CCCC1. The product is [CH3:9][O:10][C:11](=[O:40])/[C:12](/[NH:13][C:14](=[O:33])[C:15]1[CH:20]=[CH:19][C:18]([CH:21]([OH:31])/[CH:22]=[CH:23]/[C:24]2[CH:29]=[CH:28][CH:27]=[C:26]([OH:30])[CH:25]=2)=[CH:17][C:16]=1[Cl:32])=[CH:51]/[C:43]1[CH:42]=[N:41][C:50]2[C:45]([CH:44]=1)=[CH:46][CH:47]=[CH:48][CH:49]=2. The yield is 0.890. (4) The reactants are [NH2:1][C@@H:2]([CH2:6][CH2:7][C:8]([O:10][CH3:11])=[O:9])[C:3]([OH:5])=[O:4].O1CCOCC1.C([O-])([O-])=O.[Na+].[Na+].[N:24]1[N:25]=[CH:26][N:27]([C:29]2[CH:37]=[CH:36][C:32]([C:33](Cl)=[O:34])=[CH:31][CH:30]=2)[CH:28]=1. The catalyst is CN1C(=O)CCC1.O. The product is [CH3:11][O:10][C:8](=[O:9])[CH2:7][CH2:6][C@H:2]([NH:1][C:33]([C:32]1[CH:31]=[CH:30][C:29]([N:27]2[CH:28]=[N:24][N:25]=[CH:26]2)=[CH:37][CH:36]=1)=[O:34])[C:3]([OH:5])=[O:4]. The yield is 0.630. (5) The reactants are Br[C:2]1[CH:7]=[C:6]([CH2:8][O:9][C:10]([C:23]2[CH:28]=[CH:27][CH:26]=[CH:25][CH:24]=2)([C:17]2[CH:22]=[CH:21][CH:20]=[CH:19][CH:18]=2)[C:11]2[CH:16]=[CH:15][CH:14]=[CH:13][CH:12]=2)[CH:5]=[CH:4][C:3]=1[CH2:29][O:30][C:31]([C:44]1[CH:49]=[CH:48][CH:47]=[CH:46][CH:45]=1)([C:38]1[CH:43]=[CH:42][CH:41]=[CH:40][CH:39]=1)[C:32]1[CH:37]=[CH:36][CH:35]=[CH:34][CH:33]=1.C1CCCCC1.C([Li])(CC)C.[CH2:61]([O:68][CH:69]1[CH:74]([O:75][CH2:76][C:77]2[CH:82]=[CH:81][CH:80]=[CH:79][CH:78]=2)[CH:73]([O:83][CH2:84][C:85]2[CH:90]=[CH:89][CH:88]=[CH:87][CH:86]=2)[CH:72]([CH2:91][O:92][CH2:93][C:94]2[CH:99]=[CH:98][CH:97]=[CH:96][CH:95]=2)[O:71][C:70]1=[O:100])[C:62]1[CH:67]=[CH:66][CH:65]=[CH:64][CH:63]=1. The catalyst is C1(C)C=CC=CC=1.O. The product is [CH2:61]([O:68][CH:69]1[CH:74]([O:75][CH2:76][C:77]2[CH:82]=[CH:81][CH:80]=[CH:79][CH:78]=2)[CH:73]([O:83][CH2:84][C:85]2[CH:86]=[CH:87][CH:88]=[CH:89][CH:90]=2)[CH:72]([CH2:91][O:92][CH2:93][C:94]2[CH:95]=[CH:96][CH:97]=[CH:98][CH:99]=2)[O:71][C:70]1([C:2]1[CH:7]=[C:6]([CH2:8][O:9][C:10]([C:11]2[CH:16]=[CH:15][CH:14]=[CH:13][CH:12]=2)([C:23]2[CH:24]=[CH:25][CH:26]=[CH:27][CH:28]=2)[C:17]2[CH:22]=[CH:21][CH:20]=[CH:19][CH:18]=2)[CH:5]=[CH:4][C:3]=1[CH2:29][O:30][C:31]([C:32]1[CH:33]=[CH:34][CH:35]=[CH:36][CH:37]=1)([C:38]1[CH:39]=[CH:40][CH:41]=[CH:42][CH:43]=1)[C:44]1[CH:49]=[CH:48][CH:47]=[CH:46][CH:45]=1)[OH:100])[C:62]1[CH:67]=[CH:66][CH:65]=[CH:64][CH:63]=1. The yield is 0.800. (6) The reactants are CO[C:3]([C:5]1[CH:10]=[CH:9][N:8]2[CH:11]=[N:12][CH:13]=[C:7]2[C:6]=1[NH:14][C:15]1[CH:20]=[CH:19][C:18]([Br:21])=[CH:17][C:16]=1[Cl:22])=[O:4].[OH-].[Na+].[CH:25]([O:27][CH2:28][CH2:29][O:30][NH2:31])=[CH2:26].CCN=C=NCCCN(C)C.C1C=CC2N(O)N=NC=2C=1. The catalyst is C(OCC)(=O)C. The product is [CH:25]([O:27][CH2:28][CH2:29][O:30][NH:31][C:3]([C:5]1[CH:10]=[CH:9][N:8]2[CH:11]=[N:12][CH:13]=[C:7]2[C:6]=1[NH:14][C:15]1[CH:20]=[CH:19][C:18]([Br:21])=[CH:17][C:16]=1[Cl:22])=[O:4])=[CH2:26]. The yield is 0.650. (7) The reactants are [CH:1](=O)[CH2:2][CH2:3][CH2:4][CH2:5][CH3:6].[C:8]([NH2:12])([CH3:11])([CH3:10])[CH3:9].N1C=CC=CC=1.[C:19]([N:24]=[C:25]=[S:26])(=[O:23])[O:20][CH2:21][CH3:22].II. The catalyst is C(#N)C.O1CCCC1.CO. The product is [CH2:3]([C:2]1=[CH:1][N:12]([C:8]([CH3:11])([CH3:10])[CH3:9])[S:26]/[C:25]/1=[N:24]\[C:19](=[O:23])[O:20][CH2:21][CH3:22])[CH2:4][CH2:5][CH3:6]. The yield is 0.560.